From a dataset of Reaction yield outcomes from USPTO patents with 853,638 reactions. Predict the reaction yield, written as a fraction of the theoretical maximum amount of product (1.0 means a 100% yield; for example, 0.34 means a 34% yield). (1) The reactants are C([O:3][CH:4]1C[CH2:8][CH2:7][N:6]([C:10]2[N:11]=[C:12]3[CH:22]=[C:21]([CH2:23][CH2:24][C:25]4[S:26][CH:27]=[C:28]([CH:30]5[CH2:33][CH2:32][CH2:31]5)[N:29]=4)[CH:20]=[CH:19][N:13]3[C:14](=[O:18])[C:15]=2[CH:16]=[O:17])[CH2:5]1)=O.C1(C2N=C(CCC3C=CN4C(=O)C=C(N5CCOCC5)N=C4C=3)SC=2)CCC1. No catalyst specified. The product is [CH:30]1([C:28]2[N:29]=[C:25]([CH2:24][CH2:23][C:21]3[CH:20]=[CH:19][N:13]4[C:14](=[O:18])[C:15]([CH:16]=[O:17])=[C:10]([N:6]5[CH2:5][CH2:4][O:3][CH2:8][CH2:7]5)[N:11]=[C:12]4[CH:22]=3)[S:26][CH:27]=2)[CH2:33][CH2:32][CH2:31]1. The yield is 0.820. (2) The reactants are [F:1][C:2]1[CH:3]=[C:4]([CH:7]=[CH:8][C:9]=1[N+:10]([O-:12])=[O:11])[C:5]#[N:6].C(=O)([O-])[O-:14].[K+].[K+]. The catalyst is O.CC(C)=O.O.C(Cl)Cl. The product is [F:1][C:2]1[CH:3]=[C:4]([CH:7]=[CH:8][C:9]=1[N+:10]([O-:12])=[O:11])[C:5]([NH2:6])=[O:14]. The yield is 0.630. (3) The reactants are [CH3:1][C:2]1[CH:7]=[CH:6][C:5]([S:8]([O:11][CH2:12][CH:13]([OH:31])[CH2:14][C:15]2[CH:20]=[CH:19][C:18]([O:21][CH3:22])=[CH:17][C:16]=2[O:23]CC2C=CC=CC=2)(=[O:10])=[O:9])=[CH:4][CH:3]=1. The product is [CH3:1][C:2]1[CH:3]=[CH:4][C:5]([S:8]([O:11][CH2:12][CH:13]([OH:31])[CH2:14][C:15]2[CH:20]=[CH:19][C:18]([O:21][CH3:22])=[CH:17][C:16]=2[OH:23])(=[O:10])=[O:9])=[CH:6][CH:7]=1. The yield is 0.950. The catalyst is C(O)C.[Pd]. (4) The reactants are [CH3:1][O:2][C:3]1[CH:8]=[CH:7][C:6]([C:9]2[C:14]([C:15]3[CH:20]=[CH:19][C:18]([O:21][CH3:22])=[CH:17][CH:16]=3)=[N:13][N:12]([CH2:23][CH2:24]O)[C:11](=[O:26])[CH:10]=2)=[CH:5][CH:4]=1.C1(C)C=CC(S(Cl)(=O)=O)=CC=1.[NH:38]1[CH2:43][CH2:42][CH2:41][CH2:40][CH2:39]1. No catalyst specified. The product is [CH3:1][O:2][C:3]1[CH:8]=[CH:7][C:6]([C:9]2[C:14]([C:15]3[CH:16]=[CH:17][C:18]([O:21][CH3:22])=[CH:19][CH:20]=3)=[N:13][N:12]([CH2:23][CH2:24][N:38]3[CH2:43][CH2:42][CH2:41][CH2:40][CH2:39]3)[C:11](=[O:26])[CH:10]=2)=[CH:5][CH:4]=1. The yield is 0.381. (5) The reactants are [Br:1][C:2]1[CH:3]=[CH:4][C:5]([CH:8]=[CH:9][CH2:10][OH:11])=[N:6][CH:7]=1.[CH2:12](N(CC)CC)[CH3:13].CS(Cl)(=O)=O. The catalyst is O1CCCC1. The product is [Br:1][C:2]1[CH:3]=[CH:4][C:5]([CH:8]=[CH:9][CH2:10][O:11][CH2:12][CH3:13])=[N:6][CH:7]=1. The yield is 0.650. (6) The reactants are I[C:2]1[CH:7]=[CH:6][C:5]([CH3:8])=[CH:4][CH:3]=1.Br[C:10]([F:17])([F:16])[C:11]([O:13][CH2:14][CH3:15])=[O:12].C(OC(C)C)(=O)C. The catalyst is CS(C)=O. The product is [F:16][C:10]([F:17])([C:2]1[CH:7]=[CH:6][C:5]([CH3:8])=[CH:4][CH:3]=1)[C:11]([O:13][CH2:14][CH3:15])=[O:12]. The yield is 0.770.